This data is from Reaction yield outcomes from USPTO patents with 853,638 reactions. The task is: Predict the reaction yield, written as a fraction of the theoretical maximum amount of product (1.0 means a 100% yield; for example, 0.34 means a 34% yield). (1) The reactants are [CH:1]1([C:7]2[O:8][C:9]([CH3:25])=[C:10]([CH2:12][CH2:13][O:14]S(C3C=CC(C)=CC=3)(=O)=O)[N:11]=2)[CH2:6][CH2:5][CH2:4][CH2:3][CH2:2]1.C([O:28][C:29](=[O:51])[C:30]([CH3:50])([O:39][C:40]1[CH:41]=[C:42]2[C:47](=[CH:48][CH:49]=1)[N:46]=[CH:45][CH:44]=[CH:43]2)[CH2:31][C:32]1[CH:37]=[CH:36][C:35](O)=[CH:34][CH:33]=1)C.C([O-])([O-])=O.[K+].[K+].[OH-].[Na+]. The catalyst is CCO. The product is [CH:1]1([C:7]2[O:8][C:9]([CH3:25])=[C:10]([CH2:12][CH2:13][O:14][C:35]3[CH:34]=[CH:33][C:32]([CH2:31][C:30]([CH3:50])([O:39][C:40]4[CH:41]=[C:42]5[C:47](=[CH:48][CH:49]=4)[N:46]=[CH:45][CH:44]=[CH:43]5)[C:29]([OH:51])=[O:28])=[CH:37][CH:36]=3)[N:11]=2)[CH2:2][CH2:3][CH2:4][CH2:5][CH2:6]1. The yield is 0.480. (2) The reactants are P(=O)(O)(O)O.[Br:6][C:7]1[CH:12]=[CH:11][C:10]([C:13](O)([CH3:15])[CH3:14])=[C:9]([CH2:17][OH:18])[CH:8]=1.[OH-].[Na+]. The catalyst is C1(C)C=CC=CC=1. The product is [Br:6][C:7]1[CH:8]=[C:9]2[C:10](=[CH:11][CH:12]=1)[C:13]([CH3:14])([CH3:15])[O:18][CH2:17]2. The yield is 0.990. (3) The reactants are [CH3:1][C:2]1[C:6]([CH3:7])=[C:5]([NH:8][S:9]([C:12]2[S:13][C:14]([Br:17])=[CH:15][CH:16]=2)(=[O:11])=[O:10])[O:4][N:3]=1.[H-].[Na+].[CH3:20][O:21][CH2:22][CH2:23][O:24][CH2:25]Cl. The catalyst is C1COCC1. The product is [CH3:20][O:21][CH2:22][CH2:23][O:24][CH2:25][N:8]([C:5]1[O:4][N:3]=[C:2]([CH3:1])[C:6]=1[CH3:7])[S:9]([C:12]1[S:13][C:14]([Br:17])=[CH:15][CH:16]=1)(=[O:10])=[O:11]. The yield is 0.560. (4) The reactants are Cl.CN(C)CCCN=C=NCC.[C:13]([OH:21])(=O)[CH2:14][CH2:15][CH2:16][CH2:17][CH2:18][CH3:19].[N+:22]([C:25]1[CH:26]=[C:27]([CH:31]=[CH:32][CH:33]=1)[CH2:28][CH2:29][NH2:30])([O-:24])=[O:23].C(Cl)Cl. The catalyst is CCOCC. The product is [N+:22]([C:25]1[CH:26]=[C:27]([CH2:28][CH2:29][NH:30][C:13](=[O:21])[CH2:14][CH2:15][CH2:16][CH2:17][CH2:18][CH3:19])[CH:31]=[CH:32][CH:33]=1)([O-:24])=[O:23]. The yield is 1.00. (5) The reactants are [NH2:1][CH2:2][C:3]1[CH:4]=[C:5]([C:9]2[CH:10]=[C:11]3[C:16](=[CH:17][CH:18]=2)[N:15]([CH3:19])[C:14](=[O:20])[CH2:13][CH2:12]3)[CH:6]=[N:7][CH:8]=1.C(N(CC)CC)C.[CH:28]([S:31](Cl)(=[O:33])=[O:32])([CH3:30])[CH3:29].O. The catalyst is C(Cl)Cl. The product is [CH3:19][N:15]1[C:16]2[C:11](=[CH:10][C:9]([C:5]3[CH:4]=[C:3]([CH2:2][NH:1][S:31]([CH:28]([CH3:30])[CH3:29])(=[O:33])=[O:32])[CH:8]=[N:7][CH:6]=3)=[CH:18][CH:17]=2)[CH2:12][CH2:13][C:14]1=[O:20]. The yield is 0.330. (6) The product is [F:2][C:3]1[CH:4]=[C:5]([CH:25]=[CH:26][C:27]=1[O:28][CH2:32][C:31]1[CH:34]=[CH:35][CH:36]=[CH:37][C:30]=1[F:29])[NH:6][C:7]1[C:16]2[C:11](=[CH:12][CH:13]=[CH:14][C:15]=2[O:17][CH:18]2[CH2:23][CH2:22][N:21]([CH3:24])[CH2:20][CH2:19]2)[N:10]=[CH:9][N:8]=1. No catalyst specified. The yield is 0.370. The reactants are Cl.[F:2][C:3]1[CH:4]=[C:5]([CH:25]=[CH:26][C:27]=1[OH:28])[NH:6][C:7]1[C:16]2[C:11](=[CH:12][CH:13]=[CH:14][C:15]=2[O:17][CH:18]2[CH2:23][CH2:22][N:21]([CH3:24])[CH2:20][CH2:19]2)[N:10]=[CH:9][N:8]=1.[F:29][C:30]1[CH:37]=[CH:36][CH:35]=[CH:34][C:31]=1[CH2:32]Cl. (7) The reactants are [Br:1][C:2]1[CH:7]=[C:6]([Cl:8])[C:5]([S:9](Cl)(=[O:11])=[O:10])=[C:4]([Cl:13])[CH:3]=1.[NH2:14][C:15]1[C:16]([CH3:21])=[N:17][N:18]([CH3:20])[CH:19]=1. The catalyst is N1C=CC=CC=1. The product is [Br:1][C:2]1[CH:7]=[C:6]([Cl:8])[C:5]([S:9]([NH:14][C:15]2[C:16]([CH3:21])=[N:17][N:18]([CH3:20])[CH:19]=2)(=[O:11])=[O:10])=[C:4]([Cl:13])[CH:3]=1. The yield is 0.820. (8) The reactants are [CH3:1][O:2][C:3](=[O:23])[CH2:4][C:5]1[C:6](=[O:22])[N:7]([CH2:11][C:12]2[CH:17]=[CH:16][C:15]([O:18][CH3:19])=[CH:14][C:13]=2[O:20][CH3:21])[CH2:8][CH2:9][CH:10]=1. The catalyst is CO.[Pd]. The product is [CH3:1][O:2][C:3](=[O:23])[CH2:4][CH:5]1[CH2:10][CH2:9][CH2:8][N:7]([CH2:11][C:12]2[CH:17]=[CH:16][C:15]([O:18][CH3:19])=[CH:14][C:13]=2[O:20][CH3:21])[C:6]1=[O:22]. The yield is 0.990.